This data is from Full USPTO retrosynthesis dataset with 1.9M reactions from patents (1976-2016). The task is: Predict the reactants needed to synthesize the given product. Given the product [F:1][C:2]1[C:10]2[S:9][C:8](=[N:11][C:12](=[O:23])[C:13]3[CH:18]=[CH:17][CH:16]=[C:15]([C:19]([F:20])([F:22])[F:21])[CH:14]=3)[N:7]([CH:27]([CH2:32][CH3:33])[C:28]([OH:30])=[O:29])[C:6]=2[CH:5]=[CH:4][C:3]=1[O:24][CH3:25], predict the reactants needed to synthesize it. The reactants are: [F:1][C:2]1[C:10]2[S:9][C:8](=[N:11][C:12](=[O:23])[C:13]3[CH:18]=[CH:17][CH:16]=[C:15]([C:19]([F:22])([F:21])[F:20])[CH:14]=3)[NH:7][C:6]=2[CH:5]=[CH:4][C:3]=1[O:24][CH3:25].Br[CH:27]([CH2:32][CH3:33])[C:28]([O:30]C)=[O:29].ClC1C=CC2NC(=NC(=O)C3C=CC=C(C(F)(F)F)C=3)SC=2C=1F.BrCC(OCC)=O.